Predict the product of the given reaction. From a dataset of Forward reaction prediction with 1.9M reactions from USPTO patents (1976-2016). (1) Given the reactants [Cl:1][C:2]1[CH:3]=[C:4]([CH:14]=[C:15]([Cl:41])[C:16]=1[CH2:17][C@@H:18]1[CH2:22][CH2:21][N:20]([N:23]2[CH2:28][CH2:27][CH:26]([O:29][Si:30]([CH:37]([CH3:39])[CH3:38])([CH:34]([CH3:36])[CH3:35])[CH:31]([CH3:33])[CH3:32])[CH2:25][CH2:24]2)[C:19]1=[O:40])[O:5][C:6]1[CH:13]=[CH:12][C:9]([C:10]#[N:11])=[CH:8][CH:7]=1.C(=O)([O-])[O-:43].[K+].[K+].OO.C(OCC)(=O)C, predict the reaction product. The product is: [Cl:1][C:2]1[CH:3]=[C:4]([CH:14]=[C:15]([Cl:41])[C:16]=1[CH2:17][C@@H:18]1[CH2:22][CH2:21][N:20]([N:23]2[CH2:24][CH2:25][CH:26]([O:29][Si:30]([CH:34]([CH3:35])[CH3:36])([CH:37]([CH3:39])[CH3:38])[CH:31]([CH3:32])[CH3:33])[CH2:27][CH2:28]2)[C:19]1=[O:40])[O:5][C:6]1[CH:13]=[CH:12][C:9]([C:10]([NH2:11])=[O:43])=[CH:8][CH:7]=1. (2) Given the reactants C[CH:2]1[CH2:7][CH2:6][CH2:5][N:4](C)[C:3]1([CH3:10])C.C([Li])CCC.[CH3:16][C:17]1[CH:22]=C[N:20]=[C:19]([C:23]2[CH:28]=[CH:27][CH:26]=[C:25](C3C=CC=CN=3)[N:24]=2)[CH:18]=1.Br[CH2:36][CH2:37][CH2:38][CH2:39][CH2:40][CH2:41][Br:42], predict the reaction product. The product is: [Br:42][CH2:41][CH2:40][CH2:39][CH2:38][CH2:37][CH2:36][CH2:22][C:17]1[CH:18]=[C:19]([C:23]2[CH:28]=[CH:27][CH:26]=[CH:25][N:24]=2)[N:20]=[C:10]([C:3]2[CH:2]=[CH:7][CH:6]=[CH:5][N:4]=2)[CH:16]=1. (3) Given the reactants [CH:1]1([C:4]2([F:25])[CH2:7][N:6]([C:8]3[N:13]=[C:12]([S:14]([CH3:17])(=O)=O)[N:11]=[C:10]([NH:18][C:19]4[NH:23][N:22]=[C:21]([CH3:24])[CH:20]=4)[CH:9]=3)[CH2:5]2)[CH2:3][CH2:2]1.[NH2:26][C:27]1[N:32]=[CH:31]C(S)=[CH:29][CH:28]=1, predict the reaction product. The product is: [NH2:26][C:27]1[N:32]=[CH:31][C:17]([S:14][C:12]2[N:11]=[C:10]([NH:18][C:19]3[NH:23][N:22]=[C:21]([CH3:24])[CH:20]=3)[CH:9]=[C:8]([N:6]3[CH2:7][C:4]([CH:1]4[CH2:3][CH2:2]4)([F:25])[CH2:5]3)[N:13]=2)=[CH:29][CH:28]=1. (4) Given the reactants [Cl:1][C:2]1[CH:7]=[CH:6][C:5]([S:8]([CH2:11][C:12]2[CH:17]=[C:16]([F:18])[CH:15]=[CH:14][C:13]=2[F:19])(=[O:10])=[O:9])=[CH:4][CH:3]=1.[Si:20]([O:27][CH2:28][CH2:29][CH2:30][CH2:31][CH2:32]O)([C:23]([CH3:26])([CH3:25])[CH3:24])([CH3:22])[CH3:21].C(C=P(CCCC)(CCCC)CCCC)#N, predict the reaction product. The product is: [Si:20]([O:27][CH2:28][CH2:29][CH2:30][CH2:31][CH2:32][CH:11]([C:12]1[CH:17]=[C:16]([F:18])[CH:15]=[CH:14][C:13]=1[F:19])[S:8]([C:5]1[CH:6]=[CH:7][C:2]([Cl:1])=[CH:3][CH:4]=1)(=[O:10])=[O:9])([C:23]([CH3:24])([CH3:25])[CH3:26])([CH3:21])[CH3:22].